Task: Predict the reactants needed to synthesize the given product.. Dataset: Full USPTO retrosynthesis dataset with 1.9M reactions from patents (1976-2016) (1) Given the product [CH3:1][O:2][C:3]1[CH:4]=[C:5]2[C:13](=[CH:14][CH:15]=1)[N:12]([C:22]([O:21][C:18]([CH3:20])([CH3:19])[CH3:17])=[O:23])[C:11]1[C:10](=[O:16])[NH:9][CH2:8][CH2:7][C:6]2=1, predict the reactants needed to synthesize it. The reactants are: [CH3:1][O:2][C:3]1[CH:4]=[C:5]2[C:13](=[CH:14][CH:15]=1)[NH:12][C:11]1[C:10](=[O:16])[NH:9][CH2:8][CH2:7][C:6]2=1.[CH3:17][C:18]([O:21][C:22](O[C:22]([O:21][C:18]([CH3:20])([CH3:19])[CH3:17])=[O:23])=[O:23])([CH3:20])[CH3:19]. (2) Given the product [N:12]1([CH2:11][CH2:10][O:9][CH2:8][C:7]2[CH:6]=[CH:5][C:4]([NH2:1])=[CH:18][CH:17]=2)[CH:16]=[CH:15][N:14]=[N:13]1, predict the reactants needed to synthesize it. The reactants are: [N+:1]([C:4]1[CH:18]=[CH:17][C:7]([CH2:8][O:9][CH2:10][CH2:11][N:12]2[CH:16]=[CH:15][N:14]=[N:13]2)=[CH:6][CH:5]=1)([O-])=O.C1COCC1. (3) Given the product [Cl:41][C:40]1[CH:39]=[CH:38][CH:37]=[C:36]([Cl:42])[C:35]=1[CH2:34][CH2:33][CH2:32][O:29][CH2:28][C:24]1[CH:23]=[C:22]([CH2:21][CH2:20][N:16]2[CH2:15][C@@H:14]([C:12]3[CH:11]=[CH:10][C:8]4[O:9][C:4]([CH3:30])([CH3:3])[O:5][CH2:6][C:7]=4[CH:13]=3)[O:18][C:17]2=[O:19])[CH:27]=[CH:26][CH:25]=1, predict the reactants needed to synthesize it. The reactants are: [H-].[Na+].[CH3:3][C:4]1([CH3:30])[O:9][C:8]2[CH:10]=[CH:11][C:12]([C@H:14]3[O:18][C:17](=[O:19])[N:16]([CH2:20][CH2:21][C:22]4[CH:27]=[CH:26][CH:25]=[C:24]([CH2:28][OH:29])[CH:23]=4)[CH2:15]3)=[CH:13][C:7]=2[CH2:6][O:5]1.Br[CH2:32][CH2:33][CH2:34][C:35]1[C:40]([Cl:41])=[CH:39][CH:38]=[CH:37][C:36]=1[Cl:42].O.